From a dataset of Catalyst prediction with 721,799 reactions and 888 catalyst types from USPTO. Predict which catalyst facilitates the given reaction. (1) Reactant: [CH3:1][O:2][C:3]1[CH:8]=[CH:7][C:6]([NH:9][C:10]2[N:15]=[C:14](Cl)[N:13]=[C:12]([Cl:17])[N:11]=2)=[CH:5][CH:4]=1.[NH2:18][C:19]1[CH:24]=[CH:23][CH:22]=[CH:21][CH:20]=1.C(N(C(C)C)CC)(C)C. Product: [Cl:17][C:12]1[N:11]=[C:10]([NH:9][C:6]2[CH:5]=[CH:4][C:3]([O:2][CH3:1])=[CH:8][CH:7]=2)[N:15]=[C:14]([NH:18][C:19]2[CH:24]=[CH:23][CH:22]=[CH:21][CH:20]=2)[N:13]=1. The catalyst class is: 10. (2) The catalyst class is: 882. Product: [N:38]1([C:41]2[C:46]([NH:47][C:55]3[C:64]4[C:59](=[C:60]([C:65]5[CH:70]=[CH:69][CH:68]=[CH:67][N:66]=5)[CH:61]=[CH:62][CH:63]=4)[N:58]=[C:57]([C:71]4[CH:76]=[CH:75][CH:74]=[CH:73][N:72]=4)[C:56]=3[CH3:77])=[CH:45][C:44]([N:48]3[CH2:49][CH2:50][O:51][CH2:52][CH2:53]3)=[CH:43][N:42]=2)[CH2:39][CH2:40][O:35][CH2:36][CH2:37]1. Reactant: C1(P(C2CCCCC2)C2C=CC=CC=2C2C(C(C)C)=CC(C(C)C)=CC=2C(C)C)CCCCC1.[O:35]1[CH2:40][CH2:39][N:38]([C:41]2[C:46]([NH2:47])=[CH:45][C:44]([N:48]3[CH2:53][CH2:52][O:51][CH2:50][CH2:49]3)=[CH:43][N:42]=2)[CH2:37][CH2:36]1.Cl[C:55]1[C:64]2[C:59](=[C:60]([C:65]3[CH:70]=[CH:69][CH:68]=[CH:67][N:66]=3)[CH:61]=[CH:62][CH:63]=2)[N:58]=[C:57]([C:71]2[CH:76]=[CH:75][CH:74]=[CH:73][N:72]=2)[C:56]=1[CH3:77].CC(C)([O-])C.[Na+]. (3) Reactant: [O:1]1[CH2:4][CH:3]([N:5]2[C:13]3[CH2:12][CH2:11][N:10]([C:14](=[O:16])[CH3:15])[CH2:9][C:8]=3[C:7]([N:17]3[C:26]4[C:21](=[CH:22][C:23](B5OC(C)(C)C(C)(C)O5)=[CH:24][CH:25]=4)[CH2:20][CH2:19][CH2:18]3)=[N:6]2)[CH2:2]1.Cl[C:37]1[N:42]=[C:41](Cl)[CH:40]=[CH:39][N:38]=1.C([O-])([O-])=O.[Na+].[Na+].ClCCl. Product: [CH3:37][N:38]1[CH:39]=[CH:40][C:41]([C:23]2[CH:22]=[C:21]3[C:26](=[CH:25][CH:24]=2)[N:17]([C:7]2[C:8]4[CH2:9][N:10]([C:14](=[O:16])[CH3:15])[CH2:11][CH2:12][C:13]=4[N:5]([CH:3]4[CH2:2][O:1][CH2:4]4)[N:6]=2)[CH2:18][CH2:19][CH2:20]3)=[N:42]1. The catalyst class is: 117. (4) Reactant: [F:1][C:2]([F:25])([F:24])[CH2:3][CH2:4][CH2:5][O:6][C:7]1[CH:12]=[CH:11][N:10]=[C:9]([CH2:13][S:14][C:15]2[NH:19][C:18]3[CH:20]=[CH:21][CH:22]=[CH:23][C:17]=3[N:16]=2)[CH:8]=1.ClC1C=CC=C(C(OO)=[O:34])C=1.C(=O)(O)[O-].[Na+]. Product: [F:25][C:2]([F:24])([F:1])[CH2:3][CH2:4][CH2:5][O:6][C:7]1[CH:12]=[CH:11][N:10]=[C:9]([CH2:13][S:14]([C:15]2[NH:16][C:17]3[CH:23]=[CH:22][CH:21]=[CH:20][C:18]=3[N:19]=2)=[O:34])[CH:8]=1. The catalyst class is: 2. (5) Product: [F:28][C:24]1[CH:25]=[CH:26][CH:27]=[C:22]([C:19]2[CH:20]=[CH:21][C:16]([CH2:15][NH:1][C:2]3[CH:11]=[CH:10][CH:9]=[C:4]([C:5]([O:7][CH3:8])=[O:6])[CH:3]=3)=[C:17]([F:33])[CH:18]=2)[C:23]=1[C:29]([O:31][CH3:32])=[O:30]. Reactant: [NH2:1][C:2]1[CH:3]=[C:4]([CH:9]=[CH:10][CH:11]=1)[C:5]([O:7][CH3:8])=[O:6].[H-].[Na+].Br[CH2:15][C:16]1[CH:21]=[CH:20][C:19]([C:22]2[C:23]([C:29]([O:31][CH3:32])=[O:30])=[C:24]([F:28])[CH:25]=[CH:26][CH:27]=2)=[CH:18][C:17]=1[F:33]. The catalyst class is: 1.